From a dataset of Catalyst prediction with 721,799 reactions and 888 catalyst types from USPTO. Predict which catalyst facilitates the given reaction. (1) Reactant: [N:1]1[CH:6]=[CH:5][CH:4]=[C:3]([C:7]2[CH:8]=[C:9]([CH:12]=[CH:13][C:14]=2[O:15][CH3:16])[CH:10]=O)[CH:2]=1.[Cl:17][C:18]1[CH:19]=[C:20]2[C:24](=[CH:25][CH:26]=1)[NH:23][C:22](=[O:27])[CH2:21]2.N1CCCC1. Product: [Cl:17][C:18]1[CH:19]=[C:20]2[C:24](=[CH:25][CH:26]=1)[NH:23][C:22](=[O:27])[C:21]2=[CH:10][C:9]1[CH:12]=[CH:13][C:14]([O:15][CH3:16])=[C:7]([C:3]2[CH:2]=[N:1][CH:6]=[CH:5][CH:4]=2)[CH:8]=1. The catalyst class is: 8. (2) Reactant: CS(C)=O.C(Cl)(=O)C(Cl)=O.[Cl:11][C:12]1[CH:17]=[C:16]([Cl:18])[CH:15]=[CH:14][C:13]=1[CH:19]([N:21]1[C:25]([CH2:26][OH:27])=[CH:24][C:23]([O:28][CH:29]([CH3:31])[CH3:30])=[N:22]1)[CH3:20].C(N(CC)CC)C. Product: [Cl:11][C:12]1[CH:17]=[C:16]([Cl:18])[CH:15]=[CH:14][C:13]=1[CH:19]([N:21]1[C:25]([CH:26]=[O:27])=[CH:24][C:23]([O:28][CH:29]([CH3:31])[CH3:30])=[N:22]1)[CH3:20]. The catalyst class is: 4. (3) Reactant: [CH3:1][O:2][C:3]1[CH:4]=[CH:5][C:6]2[C:12](=[CH2:13])[CH2:11][N:10](C(=O)C(F)(F)F)[CH2:9][CH2:8][C:7]=2[N:20]=1.C([O-])([O-])=O.[K+].[K+]. Product: [CH3:1][O:2][C:3]1[CH:4]=[CH:5][C:6]2[C:12](=[CH2:13])[CH2:11][NH:10][CH2:9][CH2:8][C:7]=2[N:20]=1. The catalyst class is: 5. (4) Reactant: C([O:4][C:5]([CH:7]1[CH2:12][CH2:11][CH:10]([CH:13]([NH:28][C:29]([O:31][C:32]([CH3:35])([CH3:34])[CH3:33])=[O:30])[C:14](=[O:27])[NH:15][CH2:16][C:17]2([C:20]3[CH:25]=[CH:24][C:23]([Cl:26])=[CH:22][CH:21]=3)[CH2:19][CH2:18]2)[CH2:9][CH2:8]1)=[O:6])CC.[OH-].[Na+].Cl. Product: [C:32]([O:31][C:29]([NH:28][CH:13]([C:14](=[O:27])[NH:15][CH2:16][C:17]1([C:20]2[CH:25]=[CH:24][C:23]([Cl:26])=[CH:22][CH:21]=2)[CH2:18][CH2:19]1)[C@H:10]1[CH2:11][CH2:12][C@H:7]([C:5]([OH:6])=[O:4])[CH2:8][CH2:9]1)=[O:30])([CH3:35])([CH3:33])[CH3:34]. The catalyst class is: 200.